This data is from Peptide-MHC class II binding affinity with 134,281 pairs from IEDB. The task is: Regression. Given a peptide amino acid sequence and an MHC pseudo amino acid sequence, predict their binding affinity value. This is MHC class II binding data. (1) The peptide sequence is KFPKFNRVFEIEFDI. The MHC is DRB1_1101 with pseudo-sequence DRB1_1101. The binding affinity (normalized) is 0.107. (2) The peptide sequence is TNFKYNYSVIEGGPI. The MHC is HLA-DPA10201-DPB10501 with pseudo-sequence HLA-DPA10201-DPB10501. The binding affinity (normalized) is 0.497. (3) The peptide sequence is YDKFLANVSTVLTGI. The MHC is DRB1_0405 with pseudo-sequence DRB1_0405. The binding affinity (normalized) is 0.719. (4) The peptide sequence is CKTLTPLMSSKFPEL. The MHC is DRB3_0101 with pseudo-sequence DRB3_0101. The binding affinity (normalized) is 0.185. (5) The MHC is DRB1_0901 with pseudo-sequence DRB1_0901. The binding affinity (normalized) is 0.642. The peptide sequence is GAFLVRNGKKLIPSW.